From a dataset of Full USPTO retrosynthesis dataset with 1.9M reactions from patents (1976-2016). Predict the reactants needed to synthesize the given product. (1) Given the product [C:1]([OH:8])(=[O:7])/[CH:2]=[CH:3]/[C:4]([OH:6])=[O:5].[F:9][C:10]1[CH:11]=[C:12]([CH:16]=[C:17]([F:19])[CH:18]=1)[C:13]([NH2:15])=[O:14], predict the reactants needed to synthesize it. The reactants are: [C:1]([OH:8])(=[O:7])/[CH:2]=[CH:3]/[C:4]([OH:6])=[O:5].[F:9][C:10]1[CH:11]=[C:12]([CH:16]=[C:17]([F:19])[CH:18]=1)[C:13]([NH2:15])=[O:14]. (2) Given the product [Cl:22][C:23]1[CH:28]=[CH:27][C:26]([CH2:29][C:30]([N:1]2[CH2:2][CH2:3][C:4]3([O:11][C:10]4[C:12]5[C:17]([C:18](=[O:21])[C:19](=[O:20])[C:9]=4[S:8][CH2:7]3)=[CH:16][CH:15]=[CH:14][CH:13]=5)[CH2:5][CH2:6]2)=[O:31])=[CH:25][CH:24]=1, predict the reactants needed to synthesize it. The reactants are: [NH:1]1[CH2:6][CH2:5][C:4]2([O:11][C:10]3[C:12]4[C:17]([C:18](=[O:21])[C:19](=[O:20])[C:9]=3[S:8][CH2:7]2)=[CH:16][CH:15]=[CH:14][CH:13]=4)[CH2:3][CH2:2]1.[Cl:22][C:23]1[CH:28]=[CH:27][C:26]([CH2:29][C:30](Cl)=[O:31])=[CH:25][CH:24]=1. (3) Given the product [CH3:5][O:4][N:3]([CH3:2])[C:18](=[O:19])[C:17]1[CH:21]=[CH:22][C:14]([C:13]([F:24])([F:23])[F:12])=[N:15][CH:16]=1, predict the reactants needed to synthesize it. The reactants are: Cl.[CH3:2][NH:3][O:4][CH3:5].N1C=CC=CC=1.[F:12][C:13]([F:24])([F:23])[C:14]1[CH:22]=[CH:21][C:17]([C:18](Cl)=[O:19])=[CH:16][N:15]=1. (4) Given the product [F:32][CH:2]([F:1])[C:3]1[N:7]([C:8]2[N:13]=[C:12]([N:14]3[CH2:15][CH2:16][O:17][CH2:18][CH2:19]3)[N:11]=[C:10]([NH:20][C@H:21]3[CH2:22][CH2:23][C@H:24]([N:27]4[CH2:40][CH2:41][CH2:42][S:43]4(=[O:45])=[O:44])[CH2:25][CH2:26]3)[CH:9]=2)[C:6]2[CH:28]=[CH:29][CH:30]=[CH:31][C:5]=2[N:4]=1, predict the reactants needed to synthesize it. The reactants are: [F:1][CH:2]([F:32])[C:3]1[N:7]([C:8]2[N:13]=[C:12]([N:14]3[CH2:19][CH2:18][O:17][CH2:16][CH2:15]3)[N:11]=[C:10]([NH:20][C@H:21]3[CH2:26][CH2:25][C@H:24]([NH2:27])[CH2:23][CH2:22]3)[CH:9]=2)[C:6]2[CH:28]=[CH:29][CH:30]=[CH:31][C:5]=2[N:4]=1.N1C=CC=CC=1.Cl[CH2:40][CH2:41][CH2:42][S:43](Cl)(=[O:45])=[O:44]. (5) Given the product [CH2:13]([C:17]1[N:21]([CH2:22][C:23]2[CH:28]=[CH:27][C:26]([C:29]3[CH:34]=[CH:33][CH:32]=[CH:31][C:30]=3[C:35]3[NH:3][C:4](=[O:7])[O:5][N:36]=3)=[CH:25][CH:24]=2)[C:20](=[O:37])[N:19]([CH:38]([CH2:40][CH3:41])[CH3:39])[N:18]=1)[CH2:14][CH2:15][CH3:16], predict the reactants needed to synthesize it. The reactants are: [Cl-].O[NH3+:3].[C:4](=[O:7])([O-])[OH:5].[Na+].CS(C)=O.[CH2:13]([C:17]1[N:21]([CH2:22][C:23]2[CH:28]=[CH:27][C:26]([C:29]3[C:30]([C:35]#[N:36])=[CH:31][CH:32]=[CH:33][CH:34]=3)=[CH:25][CH:24]=2)[C:20](=[O:37])[N:19]([CH:38]([CH2:40][CH3:41])[CH3:39])[N:18]=1)[CH2:14][CH2:15][CH3:16]. (6) Given the product [Br:1][C:2]1[C:3]2[NH:9][C:15]3[CH2:16][CH2:17][N:12]([CH3:11])[CH2:13][C:14]=3[C:4]=2[CH:5]=[C:6]([CH3:8])[CH:7]=1, predict the reactants needed to synthesize it. The reactants are: [Br:1][C:2]1[CH:7]=[C:6]([CH3:8])[CH:5]=[CH:4][C:3]=1[NH:9]N.[CH3:11][N:12]1[CH2:17][CH2:16][C:15](=O)[CH2:14][CH2:13]1.